This data is from NCI-60 drug combinations with 297,098 pairs across 59 cell lines. The task is: Regression. Given two drug SMILES strings and cell line genomic features, predict the synergy score measuring deviation from expected non-interaction effect. (1) Drug 2: COC1=C(C=C2C(=C1)N=CN=C2NC3=CC(=C(C=C3)F)Cl)OCCCN4CCOCC4. Drug 1: C1CCC(C1)C(CC#N)N2C=C(C=N2)C3=C4C=CNC4=NC=N3. Cell line: HT29. Synergy scores: CSS=34.0, Synergy_ZIP=9.37, Synergy_Bliss=6.77, Synergy_Loewe=-7.66, Synergy_HSA=2.65. (2) Drug 1: CC1=C(C(=CC=C1)Cl)NC(=O)C2=CN=C(S2)NC3=CC(=NC(=N3)C)N4CCN(CC4)CCO. Drug 2: CS(=O)(=O)OCCCCOS(=O)(=O)C. Cell line: HOP-62. Synergy scores: CSS=8.99, Synergy_ZIP=-5.39, Synergy_Bliss=-7.46, Synergy_Loewe=-9.83, Synergy_HSA=-6.00. (3) Synergy scores: CSS=33.4, Synergy_ZIP=-12.4, Synergy_Bliss=-1.67, Synergy_Loewe=1.14, Synergy_HSA=2.57. Drug 2: C1CCC(C(C1)N)N.C(=O)(C(=O)[O-])[O-].[Pt+4]. Cell line: SF-539. Drug 1: C1=CN(C(=O)N=C1N)C2C(C(C(O2)CO)O)O.Cl. (4) Drug 1: COC1=C(C=C2C(=C1)N=CN=C2NC3=CC(=C(C=C3)F)Cl)OCCCN4CCOCC4. Drug 2: CN1C(=O)N2C=NC(=C2N=N1)C(=O)N. Cell line: OVCAR-4. Synergy scores: CSS=14.3, Synergy_ZIP=-4.35, Synergy_Bliss=0.412, Synergy_Loewe=-14.9, Synergy_HSA=-2.92. (5) Drug 1: C1CNP(=O)(OC1)N(CCCl)CCCl. Drug 2: CCC1(C2=C(COC1=O)C(=O)N3CC4=CC5=C(C=CC(=C5CN(C)C)O)N=C4C3=C2)O.Cl. Cell line: TK-10. Synergy scores: CSS=-12.5, Synergy_ZIP=2.03, Synergy_Bliss=-5.72, Synergy_Loewe=-11.1, Synergy_HSA=-9.86. (6) Drug 1: CCC(=C(C1=CC=CC=C1)C2=CC=C(C=C2)OCCN(C)C)C3=CC=CC=C3.C(C(=O)O)C(CC(=O)O)(C(=O)O)O. Drug 2: C1=CN(C=N1)CC(O)(P(=O)(O)O)P(=O)(O)O. Cell line: UACC-257. Synergy scores: CSS=2.97, Synergy_ZIP=-2.09, Synergy_Bliss=-2.09, Synergy_Loewe=-1.03, Synergy_HSA=-1.45. (7) Drug 1: C1CC(C1)(C(=O)O)C(=O)O.[NH2-].[NH2-].[Pt+2]. Drug 2: CCN(CC)CCNC(=O)C1=C(NC(=C1C)C=C2C3=C(C=CC(=C3)F)NC2=O)C. Cell line: CAKI-1. Synergy scores: CSS=19.0, Synergy_ZIP=-0.945, Synergy_Bliss=4.39, Synergy_Loewe=-2.49, Synergy_HSA=2.82.